Dataset: Full USPTO retrosynthesis dataset with 1.9M reactions from patents (1976-2016). Task: Predict the reactants needed to synthesize the given product. Given the product [Cl:12][C:7]1[CH:9]=[CH:10][C:4]([S:3][CH2:1][CH3:2])=[C:5]([CH3:11])[CH:6]=1, predict the reactants needed to synthesize it. The reactants are: [CH2:1]([S:3][C:4]1[CH:10]=[CH:9][C:7](N)=[CH:6][C:5]=1[CH3:11])[CH3:2].[ClH:12].